This data is from Reaction yield outcomes from USPTO patents with 853,638 reactions. The task is: Predict the reaction yield, written as a fraction of the theoretical maximum amount of product (1.0 means a 100% yield; for example, 0.34 means a 34% yield). The reactants are [OH-].[K+].[NH:3]1[C:11]2[C:6](=[N:7][CH:8]=[CH:9][CH:10]=2)[CH:5]=[CH:4]1.O=[C:13]1[CH2:18][CH2:17][CH:16]([NH:19][C:20](=[O:26])[O:21][C:22]([CH3:25])([CH3:24])[CH3:23])[CH2:15][CH2:14]1. The catalyst is CO. The product is [NH:3]1[C:11]2[C:6](=[N:7][CH:8]=[CH:9][CH:10]=2)[C:5]([C:13]2[CH2:18][CH2:17][CH:16]([NH:19][C:20](=[O:26])[O:21][C:22]([CH3:24])([CH3:23])[CH3:25])[CH2:15][CH:14]=2)=[CH:4]1. The yield is 0.520.